Dataset: Reaction yield outcomes from USPTO patents with 853,638 reactions. Task: Predict the reaction yield, written as a fraction of the theoretical maximum amount of product (1.0 means a 100% yield; for example, 0.34 means a 34% yield). (1) The reactants are Br[C:2]1[CH:3]=[C:4]([CH:6]=[CH:7][CH:8]=1)[NH2:5].[CH3:9][C:10]1[CH:11]=[C:12](B(O)O)[CH:13]=[C:14]([CH3:16])[CH:15]=1.[F-].[Cs+]. The catalyst is C1COCC1.C1C=CC(/C=C/C(/C=C/C2C=CC=CC=2)=O)=CC=1.C1C=CC(/C=C/C(/C=C/C2C=CC=CC=2)=O)=CC=1.C1C=CC(/C=C/C(/C=C/C2C=CC=CC=2)=O)=CC=1.[Pd].[Pd].P(C(C)(C)C)(C(C)(C)C)C(C)(C)C. The product is [CH3:9][C:10]1[CH:11]=[C:12]([C:2]2[CH:3]=[C:4]([CH:6]=[CH:7][CH:8]=2)[NH2:5])[CH:13]=[C:14]([CH3:16])[CH:15]=1. The yield is 0.990. (2) The reactants are [H-].[H-].[H-].[H-].[Al+3].[Li+].[CH2:7]([C@@H:9]([C:17]1[CH:22]=[CH:21][CH:20]=[C:19]([O:23][CH2:24][C:25]2[CH:30]=[CH:29][CH:28]=[CH:27][CH:26]=2)[CH:18]=1)[C@@H:10]([CH3:16])[C:11]([N:13]([CH3:15])[CH3:14])=O)[CH3:8].[Al]. The catalyst is O1CCCC1.C1(C)C=CC=CC=1. The product is [CH2:7]([C@@H:9]([C:17]1[CH:22]=[CH:21][CH:20]=[C:19]([O:23][CH2:24][C:25]2[CH:30]=[CH:29][CH:28]=[CH:27][CH:26]=2)[CH:18]=1)[C@@H:10]([CH3:16])[CH2:11][N:13]([CH3:15])[CH3:14])[CH3:8]. The yield is 0.900. (3) The reactants are [CH3:1][S:2]([NH:5][CH2:6][C:7]1[C:15]2[S:14](=[O:17])(=[O:16])[N:13]=[C:12]([CH2:18][C:19]([OH:21])=O)[NH:11][C:10]=2[S:9][CH:8]=1)(=[O:4])=[O:3].F[P-](F)(F)(F)(F)F.N1([O:38][C:39](N(C)C)=[N+](C)C)C2N=CC=CC=2N=N1.CN1CCOCC1.C(OC(=O)[CH:57]([CH2:61][NH:62][CH2:63][C:64]1[CH:69]=[CH:68][C:67]([F:70])=[CH:66][CH:65]=1)[CH2:58][CH2:59][CH3:60])C.[O-]CC.[Na+].C(O)C. The catalyst is CN(C)C=O. The product is [F:70][C:67]1[CH:66]=[CH:65][C:64]([CH2:63][N:62]2[CH2:61][CH:57]([CH2:58][CH2:59][CH3:60])[C:19]([OH:21])=[C:18]([C:12]3[NH:11][C:10]4[S:9][CH:8]=[C:7]([CH2:6][NH:5][S:2]([CH3:1])(=[O:3])=[O:4])[C:15]=4[S:14](=[O:16])(=[O:17])[N:13]=3)[C:39]2=[O:38])=[CH:69][CH:68]=1. The yield is 0.390. (4) The product is [F:1][C:2]1[CH:3]=[CH:4][C:5]([N:9]2[CH2:14][CH2:13][C:12]3=[N:15][C:16]([CH2:18][O:19][C:20]4[CH:21]=[CH:22][CH:23]=[CH:24][CH:25]=4)=[CH:17][N:11]3[C:10]2=[O:26])=[N:6][C:7]=1[CH3:8]. The catalyst is CN(C=O)C.CO.[Ni]. The yield is 0.410. The reactants are [F:1][C:2]1[CH:3]=[CH:4][C:5]([N:9]2[CH:14]=[CH:13][C:12]3=[N:15][C:16]([CH2:18][O:19][C:20]4[CH:25]=[CH:24][CH:23]=[CH:22][CH:21]=4)=[CH:17][N:11]3[C:10]2=[O:26])=[N:6][C:7]=1[CH3:8].[H][H]. (5) The reactants are [NH2:1][C:2]1[CH:10]=[CH:9][C:8]([CH3:11])=[CH:7][C:3]=1[C:4]([NH2:6])=[O:5].[F:12][C:13]1[CH:20]=[CH:19][C:16]([CH:17]=O)=[CH:15][CH:14]=1.II.C(=O)([O-])[O-].[K+].[K+]. The catalyst is CN(C=O)C.O. The product is [F:12][C:13]1[CH:20]=[CH:19][C:16]([C:17]2[NH:6][C:4](=[O:5])[C:3]3[C:2](=[CH:10][CH:9]=[C:8]([CH3:11])[CH:7]=3)[N:1]=2)=[CH:15][CH:14]=1. The yield is 0.830. (6) The yield is 0.630. The catalyst is CN(C=O)C. The product is [CH3:22][O:21][C:13]1[CH:14]=[C:15]([N+:18]([O-:20])=[O:19])[CH:16]=[CH:17][C:12]=1[O:8][CH2:7][C@@H:3]1[CH2:4][CH2:5][CH2:6][N:2]1[CH3:1]. The reactants are [CH3:1][N:2]1[CH2:6][CH2:5][CH2:4][C@H:3]1[CH2:7][OH:8].[H-].[Na+].Cl[C:12]1[CH:17]=[CH:16][C:15]([N+:18]([O-:20])=[O:19])=[CH:14][C:13]=1[O:21][CH3:22].